This data is from Full USPTO retrosynthesis dataset with 1.9M reactions from patents (1976-2016). The task is: Predict the reactants needed to synthesize the given product. (1) Given the product [Cl:28][C:16]1[C:15]2[C:20](=[C:21]([F:24])[CH:22]=[CH:23][C:14]=2[F:13])[N:19]=[C:18]([CH3:25])[N:17]=1, predict the reactants needed to synthesize it. The reactants are: FC1C=CC(F)=C(C(O)=O)C=1N.[F:13][C:14]1[CH:23]=[CH:22][C:21]([F:24])=[C:20]2[C:15]=1[C:16](=O)[NH:17][C:18]([CH3:25])=[N:19]2.P(Cl)(Cl)(Cl)(Cl)[Cl:28].C([O-])(O)=O.[Na+]. (2) Given the product [OH:20][CH:5]([CH:4]=[CH2:3])[C:6]([O:8][CH2:9][CH2:10][CH2:11][CH3:12])=[O:7], predict the reactants needed to synthesize it. The reactants are: C(O)[C@H]1[O:7][C@H:6]([O:8][C@:9]2(CO)O[C@H:12](CO)[C@@H:11](O)[C@@H:10]2O)[C@H:5]([OH:20])[C@@H:4](O)[C@@H:3]1O.C1C2C(=CC=CC=2)C=CC=1.C(OCCCC)(=O)C(C)O. (3) The reactants are: [CH2:1]1[N:6]([C:7]2[CH:16]=[CH:15][C:10]([C:11]([NH:13][NH2:14])=[O:12])=[CH:9][CH:8]=2)[CH2:5][CH2:4][N:3]2[CH2:17][CH2:18][CH2:19][CH:2]12.N1C=CC=CC=1.Cl[C:27]([C:29]1[CH:38]=[CH:37][C:32]([C:33]([O:35][CH3:36])=[O:34])=[CH:31][CH:30]=1)=[O:28].O. Given the product [CH2:1]1[N:6]([C:7]2[CH:16]=[CH:15][C:10]([C:11]([NH:13][NH:14][C:27]([C:29]3[CH:38]=[CH:37][C:32]([C:33]([O:35][CH3:36])=[O:34])=[CH:31][CH:30]=3)=[O:28])=[O:12])=[CH:9][CH:8]=2)[CH2:5][CH2:4][N:3]2[CH2:17][CH2:18][CH2:19][CH:2]12, predict the reactants needed to synthesize it.